From a dataset of Forward reaction prediction with 1.9M reactions from USPTO patents (1976-2016). Predict the product of the given reaction. Given the reactants [C:1]([O:5][C:6]([N:8]([CH2:14][C:15]1[CH:20]=[CH:19][C:18]([C:21]#[N:22])=[CH:17][CH:16]=1)[CH2:9][C:10]([O:12][CH3:13])=[O:11])=[O:7])([CH3:4])([CH3:3])[CH3:2].Cl.[NH2:24][OH:25], predict the reaction product. The product is: [C:1]([O:5][C:6]([N:8]([CH2:14][C:15]1[CH:16]=[CH:17][C:18]([C:21](=[NH:22])[NH:24][OH:25])=[CH:19][CH:20]=1)[CH2:9][C:10]([O:12][CH3:13])=[O:11])=[O:7])([CH3:4])([CH3:2])[CH3:3].